This data is from Catalyst prediction with 721,799 reactions and 888 catalyst types from USPTO. The task is: Predict which catalyst facilitates the given reaction. (1) Reactant: [F:1][C:2]([F:9])([F:8])[C:3]([O:5]CC)=O.C(N(CC)CC)C.[OH:17][CH:18]1[CH2:23][CH2:22][CH2:21][NH:20][CH2:19]1. Product: [F:9][C:2]([F:1])([F:8])[C:3]([N:20]1[CH2:21][CH2:22][CH2:23][CH:18]([OH:17])[CH2:19]1)=[O:5]. The catalyst class is: 8. (2) Reactant: [S-:1][C:2]#[N:3].[NH4+].Br[CH2:6][CH2:7][C:8]([F:12])=[C:9]([F:11])[F:10]. Product: [F:12][C:8](=[C:9]([F:11])[F:10])[CH2:7][CH2:6][S:1][C:2]#[N:3]. The catalyst class is: 8. (3) Reactant: [Cl:1][C:2]1[N:10]=[C:9]2[C:5]([N:6]=[C:7]([CH2:12][CH:13]=O)[N:8]2[CH3:11])=[C:4]([N:15]2[CH2:20][CH2:19][O:18][CH2:17][CH2:16]2)[N:3]=1.[CH:21]12[NH:28][CH:25]([CH2:26][CH2:27]1)[CH2:24][O:23][CH2:22]2.C(O[BH-](OC(=O)C)OC(=O)C)(=O)C.[Na+]. Product: [Cl:1][C:2]1[N:10]=[C:9]2[C:5]([N:6]=[C:7]([CH2:12][CH2:13][N:28]3[CH:21]4[CH2:27][CH2:26][CH:25]3[CH2:24][O:23][CH2:22]4)[N:8]2[CH3:11])=[C:4]([N:15]2[CH2:20][CH2:19][O:18][CH2:17][CH2:16]2)[N:3]=1. The catalyst class is: 26. (4) The catalyst class is: 105. Product: [OH:28][CH2:27][CH2:26][CH2:25][CH2:24][CH2:23][CH2:22][CH2:21][CH2:20][CH2:19][CH2:18][C:10]1[C:9]([OH:8])=[C:14]([CH3:15])[N:13]=[C:12]([O:16][CH3:17])[N:11]=1. Reactant: C([O:8][C:9]1[C:10]([CH2:18][CH2:19][CH2:20][CH2:21][CH2:22][CH2:23][CH2:24][CH2:25][CH2:26][CH2:27][O:28]COC)=[N:11][C:12]([O:16][CH3:17])=[N:13][C:14]=1[CH3:15])C1C=CC=CC=1.Cl. (5) Reactant: [OH:1][CH:2]([CH3:5])[C:3]#[N:4].[C:6](Cl)(=[O:10])[C:7]([Cl:9])=O.[ClH:12].C(N(CC)CC)C. Product: [Cl:9][C:7]1[C:6](=[O:10])[O:1][C:2]([CH3:5])=[C:3]([Cl:12])[N:4]=1. The catalyst class is: 11. (6) Reactant: [NH:1]1[C:9]2[C:4](=[CH:5][CH:6]=[CH:7][CH:8]=2)[CH:3]=[C:2]1[C:10]([O:12][CH3:13])=[O:11].Br[CH2:15][CH2:16][C:17]1[CH:22]=[CH:21][CH:20]=[CH:19][CH:18]=1.C(=O)([O-])[O-].[Cs+].[Cs+]. Product: [C:17]1([CH2:16][CH2:15][N:1]2[C:9]3[C:4](=[CH:5][CH:6]=[CH:7][CH:8]=3)[CH:3]=[C:2]2[C:10]([O:12][CH3:13])=[O:11])[CH:22]=[CH:21][CH:20]=[CH:19][CH:18]=1. The catalyst class is: 44. (7) Reactant: [Cl:1][C:2]1[C:3]2[C:10]([C:11]3[CH:16]=[CH:15][CH:14]=[C:13]([Cl:17])[C:12]=3[CH3:18])=[C:9](I)[S:8][C:4]=2[N:5]=[CH:6][N:7]=1.[CH3:20][C:21]1(C)C(C)(C)OB(C=C)O1.CC1OCCC1. Product: [Cl:1][C:2]1[C:3]2[C:10]([C:11]3[CH:16]=[CH:15][CH:14]=[C:13]([Cl:17])[C:12]=3[CH3:18])=[C:9]([CH:20]=[CH2:21])[S:8][C:4]=2[N:5]=[CH:6][N:7]=1. The catalyst class is: 532. (8) Reactant: [Cl-].O[NH3+:3].[C:4](=[O:7])([O-])[OH:5].[Na+].CS(C)=O.[CH2:13]([C:17]1[N:22]2[N:23]=[C:24]([CH3:26])[N:25]=[C:21]2[N:20]([CH:27]2[CH2:32][CH2:31][O:30][CH2:29][CH2:28]2)[C:19](=[O:33])[C:18]=1[CH2:34][C:35]1[CH:40]=[CH:39][C:38]([C:41]2[C:42]([C:47]#[N:48])=[CH:43][CH:44]=[CH:45][CH:46]=2)=[CH:37][CH:36]=1)[CH2:14][CH2:15][CH3:16]. Product: [CH2:13]([C:17]1[N:22]2[N:23]=[C:24]([CH3:26])[N:25]=[C:21]2[N:20]([CH:27]2[CH2:28][CH2:29][O:30][CH2:31][CH2:32]2)[C:19](=[O:33])[C:18]=1[CH2:34][C:35]1[CH:36]=[CH:37][C:38]([C:41]2[CH:46]=[CH:45][CH:44]=[CH:43][C:42]=2[C:47]2[NH:3][C:4](=[O:7])[O:5][N:48]=2)=[CH:39][CH:40]=1)[CH2:14][CH2:15][CH3:16]. The catalyst class is: 13. (9) The catalyst class is: 5. Product: [CH3:15][O:9][C:8](=[O:10])[CH:7]([O:6][C:5]1[CH:4]=[CH:3][C:2]([OH:1])=[CH:13][CH:12]=1)[CH3:11]. Reactant: [OH:1][C:2]1[CH:13]=[CH:12][C:5]([O:6][CH:7]([CH3:11])[C:8]([OH:10])=[O:9])=[CH:4][CH:3]=1.S1C=CC=[C:15]1Cl.